From a dataset of Forward reaction prediction with 1.9M reactions from USPTO patents (1976-2016). Predict the product of the given reaction. (1) Given the reactants Br[C:2]1[N:10]2[C:5]([CH:6]=[N:7][C:8]([NH:11][C:12]3[CH:17]=[CH:16][C:15]([N:18]4[CH2:23][CH2:22][N:21]([CH3:24])[CH2:20][CH2:19]4)=[CH:14][CH:13]=3)=[N:9]2)=[CH:4][CH:3]=1.[OH:25][CH2:26][C:27]1[CH:28]=[C:29](B(O)O)[CH:30]=[CH:31][CH:32]=1, predict the reaction product. The product is: [CH3:24][N:21]1[CH2:22][CH2:23][N:18]([C:15]2[CH:14]=[CH:13][C:12]([NH:11][C:8]3[N:7]=[CH:6][C:5]4=[CH:4][CH:3]=[C:2]([C:29]5[CH:28]=[C:27]([CH2:26][OH:25])[CH:32]=[CH:31][CH:30]=5)[N:10]4[N:9]=3)=[CH:17][CH:16]=2)[CH2:19][CH2:20]1. (2) Given the reactants Br[C:2]1[CH:11]=[C:10]2[C:5]([CH2:6][CH2:7][NH:8][C:9]2=[O:12])=[CH:4][CH:3]=1.[CH:13](B1OB(C=C)OB(C=C)O1)=[CH2:14].C([O-])([O-])=O.[K+].[K+].O, predict the reaction product. The product is: [CH:13]([C:2]1[CH:11]=[C:10]2[C:5]([CH2:6][CH2:7][NH:8][C:9]2=[O:12])=[CH:4][CH:3]=1)=[CH2:14]. (3) Given the reactants [I:1][C:2]1[CH:3]=[CH:4][C:5]2[N:6]([C:8]([CH3:14])=[C:9]([C:11]([NH2:13])=O)[N:10]=2)[CH:7]=1, predict the reaction product. The product is: [I:1][C:2]1[CH:3]=[CH:4][C:5]2[N:6]([C:8]([CH3:14])=[C:9]([C:11]#[N:13])[N:10]=2)[CH:7]=1. (4) Given the reactants C[O:2][C:3]([C:5]1[CH:14]=[CH:13][C:12]2[C:7](=[CH:8][CH:9]=[C:10]([O:50][CH3:51])[C:11]=2[CH2:15][N:16]2[C:22](=[O:23])[C@@H:21]([NH:24][C:25](=[O:37])[C@@H:26]([N:28]([C:30]([O:32][C:33]([CH3:36])([CH3:35])[CH3:34])=[O:31])[CH3:29])[CH3:27])[CH2:20][N:19]([C:38](=[O:45])[CH2:39][CH2:40][CH2:41][C:42](=[O:44])[CH3:43])[C:18]3[CH:46]=[CH:47][CH:48]=[CH:49][C:17]2=3)[CH:6]=1)=[O:4].[Li+].[OH-].C(O)(=O)CC(CC(O)=O)(C(O)=O)O, predict the reaction product. The product is: [C:33]([O:32][C:30]([N:28]([CH3:29])[C@@H:26]([CH3:27])[C:25]([NH:24][C@@H:21]1[C:22](=[O:23])[N:16]([CH2:15][C:11]2[C:10]([O:50][CH3:51])=[CH:9][CH:8]=[C:7]3[C:12]=2[CH:13]=[CH:14][C:5]([C:3]([OH:4])=[O:2])=[CH:6]3)[C:17]2[CH:49]=[CH:48][CH:47]=[CH:46][C:18]=2[N:19]([C:38](=[O:45])[CH2:39][CH2:40][CH2:41][C:42](=[O:44])[CH3:43])[CH2:20]1)=[O:37])=[O:31])([CH3:35])([CH3:36])[CH3:34].